From a dataset of Catalyst prediction with 721,799 reactions and 888 catalyst types from USPTO. Predict which catalyst facilitates the given reaction. Reactant: [CH3:1][O:2][C:3]1[CH:4]=[C:5]([CH:7]=[C:8]([C:10]([F:13])([F:12])[F:11])[CH:9]=1)[NH2:6].N1C=CC=CC=1.Cl[C:21](OC1C=CC=CC=1)=[O:22].[Cl:30][C:31]1[CH:37]=[C:36]([O:38][C:39]2[C:40]3[N:47]([CH3:48])[CH:46]=[CH:45][C:41]=3[N:42]=[CH:43][N:44]=2)[CH:35]=[CH:34][C:32]=1[NH2:33]. Product: [Cl:30][C:31]1[CH:37]=[C:36]([O:38][C:39]2[C:40]3[N:47]([CH3:48])[CH:46]=[CH:45][C:41]=3[N:42]=[CH:43][N:44]=2)[CH:35]=[CH:34][C:32]=1[NH:33][C:21]([NH:6][C:5]1[CH:7]=[C:8]([C:10]([F:11])([F:12])[F:13])[CH:9]=[C:3]([O:2][CH3:1])[CH:4]=1)=[O:22]. The catalyst class is: 60.